From a dataset of Full USPTO retrosynthesis dataset with 1.9M reactions from patents (1976-2016). Predict the reactants needed to synthesize the given product. (1) Given the product [NH2:19][C:14]1[CH:15]=[N:16][C:17]2[C:12]([C:13]=1[NH:22][CH2:23][C:24]([CH3:27])([OH:26])[CH3:25])=[CH:11][CH:10]=[C:9]([O:8][CH2:1][C:2]1[CH:7]=[CH:6][CH:5]=[CH:4][CH:3]=1)[CH:18]=2, predict the reactants needed to synthesize it. The reactants are: [CH2:1]([O:8][C:9]1[CH:18]=[C:17]2[C:12]([C:13]([NH:22][CH2:23][C:24]([CH3:27])([OH:26])[CH3:25])=[C:14]([N+:19]([O-])=O)[CH:15]=[N:16]2)=[CH:11][CH:10]=1)[C:2]1[CH:7]=[CH:6][CH:5]=[CH:4][CH:3]=1.ClCCl. (2) Given the product [NH:1]1[C:10]2[C:5](=[CH:6][CH:7]=[C:8]([CH2:11][OH:12])[CH:9]=2)[CH2:4][CH2:3][CH2:2]1, predict the reactants needed to synthesize it. The reactants are: [NH:1]1[C:10]2[C:5](=[CH:6][CH:7]=[C:8]([C:11](OC)=[O:12])[CH:9]=2)[CH2:4][CH2:3][CH2:2]1.CC(C[AlH]CC(C)C)C.C(C(C(C([O-])=O)O)O)([O-])=O.[K+].[Na+].O. (3) Given the product [Br:1][C:2]1[C:3](=[O:10])[N:4]([CH3:9])[C:5](=[O:8])[N:6]([CH2:17][CH2:16][C:12]2[S:11][CH:15]=[CH:14][CH:13]=2)[N:7]=1, predict the reactants needed to synthesize it. The reactants are: [Br:1][C:2]1[C:3](=[O:10])[N:4]([CH3:9])[C:5](=[O:8])[NH:6][N:7]=1.[S:11]1[CH:15]=[CH:14][CH:13]=[C:12]1[CH2:16][CH2:17]O.C1(P(C2C=CC=CC=2)C2C=CC=CC=2)C=CC=CC=1.CCOC(/N=N/C(OCC)=O)=O. (4) Given the product [CH:40]1([C:38]([NH:37][C:35]2[N:36]=[C:31]3[CH:30]=[CH:29][C:28]([O:27][C:26]4[CH:43]=[CH:44][C:45]([CH3:46])=[C:24]([NH:23][C:8]([C:4]5[CH:5]=[C:6]([CH3:7])[N:2]([CH3:1])[C:3]=5[CH3:11])=[O:10])[CH:25]=4)=[N:33][N:32]3[CH:34]=2)=[O:39])[CH2:41][CH2:42]1, predict the reactants needed to synthesize it. The reactants are: [CH3:1][N:2]1[C:6]([CH3:7])=[CH:5][C:4]([C:8]([OH:10])=O)=[C:3]1[CH3:11].CN(C)C=O.C(Cl)(=O)C(Cl)=O.[NH2:23][C:24]1[CH:25]=[C:26]([CH:43]=[CH:44][C:45]=1[CH3:46])[O:27][C:28]1[CH:29]=[CH:30][C:31]2[N:32]([CH:34]=[C:35]([NH:37][C:38]([CH:40]3[CH2:42][CH2:41]3)=[O:39])[N:36]=2)[N:33]=1.C(N(CC)CC)C.